Dataset: Full USPTO retrosynthesis dataset with 1.9M reactions from patents (1976-2016). Task: Predict the reactants needed to synthesize the given product. (1) Given the product [Cl:1][C:2]1[CH:7]=[CH:6][C:5]([N:8]2[C:9]3[C:10](=[CH:13][CH:14]=[CH:15][N:16]=3)[CH:11]=[C:29]([CH2:28][CH2:27][CH2:26][C:23]3[CH:22]=[CH:21][N:20]=[CH:25][CH:24]=3)[C:30]2=[O:31])=[CH:4][C:3]=1[N+:17]([O-:19])=[O:18], predict the reactants needed to synthesize it. The reactants are: [Cl:1][C:2]1[CH:7]=[CH:6][C:5]([NH:8][C:9]2[N:16]=[CH:15][CH:14]=[CH:13][C:10]=2[CH:11]=O)=[CH:4][C:3]=1[N+:17]([O-:19])=[O:18].[N:20]1[CH:25]=[CH:24][C:23]([CH2:26][CH2:27][CH2:28][CH2:29][C:30](OCC)=[O:31])=[CH:22][CH:21]=1.[Li+].CC([N-]C(C)C)C. (2) The reactants are: [CH3:1][O:2][C:3]1[C:7]([CH:8]=O)=[CH:6][N:5]([C:10]2[CH:15]=[CH:14][C:13]([C:16]([F:19])([F:18])[F:17])=[CH:12][CH:11]=2)[N:4]=1.Cl.[NH2:21][OH:22].C([O-])(=O)C.[Na+]. Given the product [CH3:1][O:2][C:3]1[C:7](/[CH:8]=[N:21]/[OH:22])=[CH:6][N:5]([C:10]2[CH:15]=[CH:14][C:13]([C:16]([F:19])([F:18])[F:17])=[CH:12][CH:11]=2)[N:4]=1, predict the reactants needed to synthesize it. (3) Given the product [CH2:11]([N:6]1[C:5]2[C:4](=[O:18])[NH:3][C:2](=[O:20])[N:10]([CH2:30][O:29][CH2:28][CH2:27][Si:26]([CH3:33])([CH3:32])[CH3:25])[C:9]=2[N:8]=[CH:7]1)[C:12]1[CH:13]=[CH:14][CH:15]=[CH:16][CH:17]=1, predict the reactants needed to synthesize it. The reactants are: N[C:2]1[NH:3][C:4](=[O:18])[C:5]2[N:6]([CH2:11][C:12]3[CH:17]=[CH:16][CH:15]=[CH:14][CH:13]=3)[CH:7]=[N:8][C:9]=2[N:10]=1.C(=O)([O-])[O-:20].[K+].[K+].[CH3:25][Si:26]([CH3:33])([CH3:32])[CH2:27][CH2:28][O:29][CH2:30]Cl. (4) Given the product [C:30]([O:29][C:28](=[O:34])[NH:27][C@H:24]1[CH2:23][CH2:22][C@@H:21]([NH:20][C:12]([C:11]2[C:10]([NH:9][C:4]3[CH:5]=[C:6]([CH3:8])[CH:7]=[C:2]([Br:1])[CH:3]=3)=[N:18][CH:17]=[C:16]([F:19])[CH:15]=2)=[O:14])[CH2:26][CH2:25]1)([CH3:33])([CH3:31])[CH3:32], predict the reactants needed to synthesize it. The reactants are: [Br:1][C:2]1[CH:3]=[C:4]([NH:9][C:10]2[N:18]=[CH:17][C:16]([F:19])=[CH:15][C:11]=2[C:12]([OH:14])=O)[CH:5]=[C:6]([CH3:8])[CH:7]=1.[NH2:20][C@@H:21]1[CH2:26][CH2:25][C@H:24]([NH:27][C:28](=[O:34])[O:29][C:30]([CH3:33])([CH3:32])[CH3:31])[CH2:23][CH2:22]1. (5) The reactants are: [Br:1][CH2:2][CH2:3][CH2:4][CH2:5][O:6][C:7]1[CH:12]=[CH:11][C:10]([F:13])=[CH:9][CH:8]=1.[C:14]1([P:20]([C:27]2[CH:32]=[CH:31][CH:30]=[CH:29][CH:28]=2)[C:21]2[CH:26]=[CH:25][CH:24]=[CH:23][CH:22]=2)[CH:19]=[CH:18][CH:17]=[CH:16][CH:15]=1. Given the product [Br-:1].[F:13][C:10]1[CH:11]=[CH:12][C:7]([O:6][CH2:5][CH2:4][CH2:3][CH2:2][P+:20]([C:21]2[CH:22]=[CH:23][CH:24]=[CH:25][CH:26]=2)([C:27]2[CH:32]=[CH:31][CH:30]=[CH:29][CH:28]=2)[C:14]2[CH:15]=[CH:16][CH:17]=[CH:18][CH:19]=2)=[CH:8][CH:9]=1, predict the reactants needed to synthesize it. (6) Given the product [CH2:18]([O:17][CH2:16][C@H:13]1[CH2:14][CH2:15][C@@H:11]([N:8]2[CH2:7][CH2:6][C:5](=[O:4])[CH2:10][CH2:9]2)[CH2:12]1)[CH3:19], predict the reactants needed to synthesize it. The reactants are: Cl.C([O:4][C:5]1(OCC)[CH2:10][CH2:9][N:8]([C@@H:11]2[CH2:15][CH2:14][C@H:13]([CH2:16][O:17][CH2:18][CH3:19])[CH2:12]2)[CH2:7][CH2:6]1)C.